Dataset: Catalyst prediction with 721,799 reactions and 888 catalyst types from USPTO. Task: Predict which catalyst facilitates the given reaction. Reactant: [CH3:1][C:2]1[CH:17]=[C:5]2[N:6]=[C:7]([NH2:16])[CH:8]=[C:9]([C:10]3[CH:15]=[CH:14][CH:13]=[CH:12][CH:11]=3)[N:4]2[N:3]=1.[C:18]([C:20]([C:23]1[CH:31]=[CH:30][C:26]([C:27](Cl)=[O:28])=[CH:25][CH:24]=1)([CH3:22])[CH3:21])#[N:19].C([O-])(O)=O.[Na+]. Product: [C:18]([C:20]([C:23]1[CH:24]=[CH:25][C:26]([C:27]([NH:16][C:7]2[CH:8]=[C:9]([C:10]3[CH:15]=[CH:14][CH:13]=[CH:12][CH:11]=3)[N:4]3[N:3]=[C:2]([CH3:1])[CH:17]=[C:5]3[N:6]=2)=[O:28])=[CH:30][CH:31]=1)([CH3:22])[CH3:21])#[N:19]. The catalyst class is: 17.